From a dataset of NCI-60 drug combinations with 297,098 pairs across 59 cell lines. Regression. Given two drug SMILES strings and cell line genomic features, predict the synergy score measuring deviation from expected non-interaction effect. (1) Drug 1: C1C(C(OC1N2C=NC3=C(N=C(N=C32)Cl)N)CO)O. Drug 2: C(CN)CNCCSP(=O)(O)O. Cell line: MCF7. Synergy scores: CSS=3.89, Synergy_ZIP=-1.64, Synergy_Bliss=-2.69, Synergy_Loewe=-3.40, Synergy_HSA=-2.77. (2) Drug 1: CC1=C2C(C(=O)C3(C(CC4C(C3C(C(C2(C)C)(CC1OC(=O)C(C(C5=CC=CC=C5)NC(=O)OC(C)(C)C)O)O)OC(=O)C6=CC=CC=C6)(CO4)OC(=O)C)OC)C)OC. Drug 2: C1=NC2=C(N1)C(=S)N=CN2. Cell line: DU-145. Synergy scores: CSS=35.1, Synergy_ZIP=-13.0, Synergy_Bliss=-17.9, Synergy_Loewe=-19.3, Synergy_HSA=-13.5.